This data is from Forward reaction prediction with 1.9M reactions from USPTO patents (1976-2016). The task is: Predict the product of the given reaction. (1) The product is: [ClH:1].[CH3:39][N:26]1[C:25]2[CH:31]=[C:21]([CH2:20][CH2:19][N:16]3[CH2:17][CH2:18][N:13]([C:9]4[CH:8]=[CH:7][CH:6]=[C:5]5[C:10]=4[CH:11]=[CH:12][C:3]([CH3:2])=[N:4]5)[CH2:14][CH2:15]3)[CH:22]=[CH:23][C:24]=2[O:29][CH2:28][C:27]1=[O:30]. Given the reactants [ClH:1].[CH3:2][C:3]1[CH:12]=[CH:11][C:10]2[C:5](=[CH:6][CH:7]=[CH:8][C:9]=2[N:13]2[CH2:18][CH2:17][N:16]([CH2:19][CH2:20][C:21]3[CH:22]=[CH:23][C:24]4[O:29][CH2:28][C:27](=[O:30])[NH:26][C:25]=4[CH:31]=3)[CH2:15][CH2:14]2)[N:4]=1.[H-].[Na+].CI.[Cl-].[NH4+].Cl.[CH2:39](OCC)C, predict the reaction product. (2) Given the reactants Cl[C:2]1[C:3]2[CH:10]=[CH:9][N:8]([CH2:11][O:12][CH2:13][CH2:14][Si:15]([CH3:18])([CH3:17])[CH3:16])[C:4]=2[N:5]=[CH:6][N:7]=1.[NH:19]1[CH2:23][CH2:22][C@@H:21]([NH:24][C:25](=[O:31])[O:26][C:27]([CH3:30])([CH3:29])[CH3:28])[CH2:20]1.CCN(C(C)C)C(C)C, predict the reaction product. The product is: [CH3:16][Si:15]([CH3:18])([CH3:17])[CH2:14][CH2:13][O:12][CH2:11][N:8]1[C:4]2[N:5]=[CH:6][N:7]=[C:2]([N:19]3[CH2:23][CH2:22][C@@H:21]([NH:24][C:25](=[O:31])[O:26][C:27]([CH3:29])([CH3:28])[CH3:30])[CH2:20]3)[C:3]=2[CH:10]=[CH:9]1. (3) Given the reactants C([O:9][C@@H:10]1[C@H:15]([O:16][CH2:17][C:18]2[CH:23]=[CH:22][C:21]([O:24][CH3:25])=[CH:20][CH:19]=2)[C@@H:14]([O:26][CH2:27][C:28]2[CH:33]=[CH:32][CH:31]=[CH:30][CH:29]=2)[C@H:13]([CH3:34])[O:12][C@H:11]1[O:35][C@@H:36]1[C@H:45]([O:46][CH2:47][C:48]2[CH:53]=[CH:52][CH:51]=[CH:50][CH:49]=2)[C@@H:44]([O:54][CH2:55][C:56]2[CH:61]=[CH:60][CH:59]=[CH:58][CH:57]=2)[C@H:43]([CH3:62])[O:42][C@H:37]1[O:38][CH2:39][CH:40]=[CH2:41])(=O)C1C=CC=CC=1.CO[Na], predict the reaction product. The product is: [CH2:27]([O:26][C@H:14]1[C@H:13]([CH3:34])[O:12][C@@H:11]([O:35][C@@H:36]2[C@H:45]([O:46][CH2:47][C:48]3[CH:53]=[CH:52][CH:51]=[CH:50][CH:49]=3)[C@@H:44]([O:54][CH2:55][C:56]3[CH:57]=[CH:58][CH:59]=[CH:60][CH:61]=3)[C@H:43]([CH3:62])[O:42][C@H:37]2[O:38][CH2:39][CH:40]=[CH2:41])[C@H:10]([OH:9])[C@@H:15]1[O:16][CH2:17][C:18]1[CH:23]=[CH:22][C:21]([O:24][CH3:25])=[CH:20][CH:19]=1)[C:28]1[CH:33]=[CH:32][CH:31]=[CH:30][CH:29]=1. (4) The product is: [F:1][C:2]1[CH:7]=[CH:6][C:5]([NH:8][C:9]([C:11]2([C:14]([NH:38][C:35]3[CH:36]=[CH:37][C:32]([O:31][C:22]4[C:21]5[C:26](=[CH:27][C:28]([O:29][CH3:30])=[C:19]([O:18][CH3:17])[CH:20]=5)[N:25]=[CH:24][CH:23]=4)=[CH:33][CH:34]=3)=[O:15])[CH2:13][CH2:12]2)=[O:10])=[CH:4][CH:3]=1. Given the reactants [F:1][C:2]1[CH:7]=[CH:6][C:5]([NH:8][C:9]([C:11]2([C:14](Cl)=[O:15])[CH2:13][CH2:12]2)=[O:10])=[CH:4][CH:3]=1.[CH3:17][O:18][C:19]1[CH:20]=[C:21]2[C:26](=[CH:27][C:28]=1[O:29][CH3:30])[N:25]=[CH:24][CH:23]=[C:22]2[O:31][C:32]1[CH:37]=[CH:36][C:35]([NH2:38])=[CH:34][CH:33]=1.C(=O)([O-])[O-].[K+].[K+], predict the reaction product. (5) Given the reactants [CH:1]1([C:7]2[C:8]3[CH:9]=[CH:10][C:11]([C:37]([O:39]C)=[O:38])=[CH:12][C:13]=3[N:14]3[CH2:21][CH2:20][N:19]([CH2:22][CH2:23][N:24]([CH3:32])[CH2:25][C:26]4[CH:27]=[N:28][CH:29]=[CH:30][CH:31]=4)[CH2:18][C:17]4[CH:33]=[CH:34][CH:35]=[CH:36][C:16]=4[C:15]=23)[CH2:6][CH2:5][CH2:4][CH2:3][CH2:2]1.[OH-].[Na+], predict the reaction product. The product is: [CH:1]1([C:7]2[C:8]3[CH:9]=[CH:10][C:11]([C:37]([OH:39])=[O:38])=[CH:12][C:13]=3[N:14]3[CH2:21][CH2:20][N:19]([CH2:22][CH2:23][N:24]([CH3:32])[CH2:25][C:26]4[CH:27]=[N:28][CH:29]=[CH:30][CH:31]=4)[CH2:18][C:17]4[CH:33]=[CH:34][CH:35]=[CH:36][C:16]=4[C:15]=23)[CH2:6][CH2:5][CH2:4][CH2:3][CH2:2]1.